This data is from Forward reaction prediction with 1.9M reactions from USPTO patents (1976-2016). The task is: Predict the product of the given reaction. Given the reactants P([O:13][CH2:14][CH2:15][N:16]([CH:49]1[CH2:53][CH2:52][CH2:51][CH2:50]1)[CH2:17][CH2:18][CH2:19][O:20][C:21]1[CH:30]=[C:29]2[C:24]([C:25]([NH:31][C:32]3[CH:36]=[C:35]([CH2:37][C:38]([NH:40][C:41]4[CH:46]=[CH:45][CH:44]=[C:43]([F:47])[C:42]=4[F:48])=[O:39])[NH:34][N:33]=3)=[N:26][CH:27]=[N:28]2)=[CH:23][CH:22]=1)(OC(C)(C)C)(OC(C)(C)C)=O.C1(NCCO)CCCC1, predict the reaction product. The product is: [F:48][C:42]1[C:43]([F:47])=[CH:44][CH:45]=[CH:46][C:41]=1[NH:40][C:38](=[O:39])[CH2:37][C:35]1[NH:34][N:33]=[C:32]([NH:31][C:25]2[C:24]3[C:29](=[CH:30][C:21]([O:20][CH2:19][CH2:18][CH2:17][N:16]([CH:49]4[CH2:50][CH2:51][CH2:52][CH2:53]4)[CH2:15][CH2:14][OH:13])=[CH:22][CH:23]=3)[N:28]=[CH:27][N:26]=2)[CH:36]=1.